This data is from Reaction yield outcomes from USPTO patents with 853,638 reactions. The task is: Predict the reaction yield, written as a fraction of the theoretical maximum amount of product (1.0 means a 100% yield; for example, 0.34 means a 34% yield). The reactants are [O-]CC.[Na+].ClC1C=CC(C(NC(C(OCC)=O)C(OCC)=O)=O)=CC=1.BrCC1C2C(=CC=CC=2)NC(=O)C=1.[Cl:39][C:40]1[CH:71]=[CH:70][C:43]([C:44]([NH:46][C:47](C(OCC)=O)([CH2:53][C:54]2[C:63]3[C:58](=[CH:59][CH:60]=[CH:61][CH:62]=3)[NH:57][C:56](=[O:64])[CH:55]=2)[C:48]([O:50]CC)=[O:49])=[O:45])=[CH:42][CH:41]=1.[OH-].[K+]. The catalyst is O.C(O)C. The product is [Cl:39][C:40]1[CH:41]=[CH:42][C:43]([C:44]([NH:46][CH:47]([CH2:53][C:54]2[C:63]3[C:58](=[CH:59][CH:60]=[CH:61][CH:62]=3)[NH:57][C:56](=[O:64])[CH:55]=2)[C:48]([OH:50])=[O:49])=[O:45])=[CH:70][CH:71]=1. The yield is 0.909.